Dataset: Forward reaction prediction with 1.9M reactions from USPTO patents (1976-2016). Task: Predict the product of the given reaction. (1) The product is: [CH2:20]([NH:19][C:14]1[CH:29]=[N:30][CH:17]=[CH:18][C:13]=1[C:11]([NH:10][C:7]1[CH:6]=[CH:5][C:4]([O:3][CH2:1][CH3:2])=[CH:9][CH:8]=1)=[O:12])[C:21]1[CH:22]=[CH:27][CH:26]=[CH:25][CH:24]=1. Given the reactants [CH2:1]([O:3][C:4]1[CH:9]=[CH:8][C:7]([NH:10][C:11]([C:13]2[C:14]([NH:19][CH2:20][CH2:21][C:22]3[CH:27]=[CH:26][CH:25]=[CH:24]C=3)=NC=[CH:17][CH:18]=2)=[O:12])=[CH:6][CH:5]=1)[CH3:2].Cl[C:29]1C(C(NC2C=CC(OCC)=CC=2)=O)=CC=C[N:30]=1.C(OC1C=CC(NC(C2C=CN=CC=2F)=O)=CC=1)C, predict the reaction product. (2) Given the reactants [C:1]1(CCCO)[CH:6]=[CH:5][CH:4]=[CH:3][CH:2]=1.C[O:12]C1C=CN=C(C2C=C(OC)C=CN=2)C=1.OCCN(CCO)[C:31]([CH2:36][OH:37])([CH2:34][OH:35])CO, predict the reaction product. The product is: [O:37]([CH2:36][CH:31]([OH:12])[CH2:34][OH:35])[C:1]1[CH:2]=[CH:3][CH:4]=[CH:5][CH:6]=1. (3) Given the reactants Br[C:2]1[CH:3]=[N:4][CH:5]=[C:6]2[C:11]=1[NH:10][C:9](=[O:12])[CH:8]=[C:7]2[CH3:13].[CH3:14][N:15]1[CH:19]=[C:18]([C:20]2[CH:25]=[CH:24][C:23](B3OC(C)(C)C(C)(C)O3)=[CH:22][CH:21]=2)[CH:17]=[N:16]1.C(=O)([O-])[O-].[Na+].[Na+], predict the reaction product. The product is: [CH3:13][C:7]1[C:6]2[C:11](=[C:2]([C:23]3[CH:22]=[CH:21][C:20]([C:18]4[CH:17]=[N:16][N:15]([CH3:14])[CH:19]=4)=[CH:25][CH:24]=3)[CH:3]=[N:4][CH:5]=2)[NH:10][C:9](=[O:12])[CH:8]=1. (4) Given the reactants [C:1]([O:5][C:6]([NH:8][C@H:9]1[CH2:14][CH2:13][C@H:12]([NH:15][C:16]2[CH:25]=[CH:24][C:19]([C:20]([O:22]C)=[O:21])=[C:18]([O:26][CH3:27])[N:17]=2)[CH2:11][CH2:10]1)=[O:7])([CH3:4])([CH3:3])[CH3:2].[OH-].[Na+].Cl, predict the reaction product. The product is: [C:1]([O:5][C:6]([NH:8][C@H:9]1[CH2:10][CH2:11][C@H:12]([NH:15][C:16]2[CH:25]=[CH:24][C:19]([C:20]([OH:22])=[O:21])=[C:18]([O:26][CH3:27])[N:17]=2)[CH2:13][CH2:14]1)=[O:7])([CH3:4])([CH3:3])[CH3:2]. (5) Given the reactants [F:1][C:2]1[C:11]([O:12]C)=[C:10]2[C:5]([C:6](=[O:14])[NH:7][CH:8]=[N:9]2)=[C:4]([C:15]2[CH:20]=[CH:19][C:18]([F:21])=[CH:17][CH:16]=2)[C:3]=1[C:22]1[CH:27]=[CH:26][C:25]([F:28])=[CH:24][CH:23]=1.B(Br)(Br)Br.CO, predict the reaction product. The product is: [F:1][C:2]1[C:11]([OH:12])=[C:10]2[C:5]([C:6](=[O:14])[NH:7][CH:8]=[N:9]2)=[C:4]([C:15]2[CH:16]=[CH:17][C:18]([F:21])=[CH:19][CH:20]=2)[C:3]=1[C:22]1[CH:27]=[CH:26][C:25]([F:28])=[CH:24][CH:23]=1. (6) Given the reactants C[Si]([N-][Si](C)(C)C)(C)C.[Li+].C1(C)C=CC(S([CH2:20][N+:21]#[C-:22])(=O)=O)=CC=1.[C:24]([O:33][CH3:34])(=[O:32])[CH:25]=[CH:26][CH2:27][C:28]([O:30][CH3:31])=[O:29], predict the reaction product. The product is: [CH3:34][O:33][C:24]([C:25]1[C:26]([CH2:27][C:28]([O:30][CH3:31])=[O:29])=[CH:22][NH:21][CH:20]=1)=[O:32]. (7) Given the reactants [CH2:1]([O:5][CH2:6][CH2:7][O:8][C:9]1[CH:14]=[CH:13][C:12]([C:15]2[CH:16]=[CH:17][C:18]3[N:24]([CH2:25][CH:26]([CH3:28])[CH3:27])[CH2:23][CH2:22][C:21]([C:29]([NH:31][C:32]4[CH:37]=[CH:36][C:35]([S:38][CH2:39][C:40]5[N:41]([CH2:45][CH2:46][CH2:47][C:48]([O:50][CH2:51][CH3:52])=[O:49])[CH:42]=[CH:43][N:44]=5)=[CH:34][CH:33]=4)=[O:30])=[CH:20][C:19]=3[CH:53]=2)=[CH:11][CH:10]=1)[CH2:2][CH2:3][CH3:4].ClC1C=CC=C(C(OO)=[O:62])C=1.S([O-])([O-])(=O)=S.[Na+].[Na+], predict the reaction product. The product is: [CH2:1]([O:5][CH2:6][CH2:7][O:8][C:9]1[CH:10]=[CH:11][C:12]([C:15]2[CH:16]=[CH:17][C:18]3[N:24]([CH2:25][CH:26]([CH3:27])[CH3:28])[CH2:23][CH2:22][C:21]([C:29]([NH:31][C:32]4[CH:37]=[CH:36][C:35]([S:38]([CH2:39][C:40]5[N:41]([CH2:45][CH2:46][CH2:47][C:48]([O:50][CH2:51][CH3:52])=[O:49])[CH:42]=[CH:43][N:44]=5)=[O:62])=[CH:34][CH:33]=4)=[O:30])=[CH:20][C:19]=3[CH:53]=2)=[CH:13][CH:14]=1)[CH2:2][CH2:3][CH3:4].